Dataset: Catalyst prediction with 721,799 reactions and 888 catalyst types from USPTO. Task: Predict which catalyst facilitates the given reaction. (1) The catalyst class is: 149. Product: [CH3:17][C:4]1[C:3]([CH:18]([CH2:23][CH2:24][CH3:25])[C:19]([O:21][CH3:22])=[O:20])=[C:2]([C:27]2[CH:32]=[CH:31][C:30]([CH3:33])=[CH:29][CH:28]=2)[N:7]2[N:8]=[C:9]([C:11]3[CH:16]=[CH:15][CH:14]=[CH:13][CH:12]=3)[CH:10]=[C:6]2[N:5]=1. Reactant: Cl[C:2]1[N:7]2[N:8]=[C:9]([C:11]3[CH:16]=[CH:15][CH:14]=[CH:13][CH:12]=3)[CH:10]=[C:6]2[N:5]=[C:4]([CH3:17])[C:3]=1[CH:18]([CH2:23][CH2:24][CH3:25])[C:19]([O:21][CH3:22])=[O:20].B(O)(O)[C:27]1[CH:28]=[CH:29][C:30]([CH3:33])=[CH:31][CH:32]=1.C(N(C(C)C)CC)(C)C. (2) The catalyst class is: 296. Reactant: [Cl:1][C:2]1[C:3]([C:19]2[C:27]3[C:22](=[CH:23][CH:24]=[CH:25][CH:26]=3)[N:21]([S:28]([C:31]3[CH:36]=[CH:35][CH:34]=[CH:33][CH:32]=3)(=[O:30])=[O:29])[CH:20]=2)=[N:4][C:5]([NH:8][C:9]2[CH:14]=[CH:13][C:12](F)=[C:11]([N+:16]([O-:18])=[O:17])[CH:10]=2)=[N:6][CH:7]=1.CCN(C(C)C)C(C)C.[CH3:46][O:47][C:48]1[CH:55]=[CH:54][C:51]([CH2:52][NH2:53])=[CH:50][CH:49]=1. Product: [Cl:1][C:2]1[C:3]([C:19]2[C:27]3[C:22](=[CH:23][CH:24]=[CH:25][CH:26]=3)[N:21]([S:28]([C:31]3[CH:36]=[CH:35][CH:34]=[CH:33][CH:32]=3)(=[O:30])=[O:29])[CH:20]=2)=[N:4][C:5]([NH:8][C:9]2[CH:14]=[CH:13][C:12]([NH:53][CH2:52][C:51]3[CH:54]=[CH:55][C:48]([O:47][CH3:46])=[CH:49][CH:50]=3)=[C:11]([N+:16]([O-:18])=[O:17])[CH:10]=2)=[N:6][CH:7]=1. (3) Reactant: [C:1]([O:5][C:6](=[O:31])[CH2:7][CH2:8][C:9]1[CH:14]=[C:13]([O:15]CC2C=CC=CC=2)[CH:12]=[CH:11][C:10]=1[CH2:23][NH:24][C:25]([O:27][CH:28]([CH3:30])[CH3:29])=[O:26])([CH3:4])([CH3:3])[CH3:2].[H-].[Na+].[CH3:34]I. The catalyst class is: 3. Product: [C:1]([O:5][C:6](=[O:31])[CH2:7][CH2:8][C:9]1[CH:14]=[C:13]([OH:15])[CH:12]=[CH:11][C:10]=1[CH2:23][N:24]([C:25]([O:27][CH:28]([CH3:29])[CH3:30])=[O:26])[CH3:34])([CH3:2])([CH3:3])[CH3:4]. (4) Reactant: C(OC(=O)[N:7]([CH2:14][C:15](=[O:29])[NH:16][C:17]1[CH:22]=[CH:21][C:20]([C:23]2[CH:28]=[CH:27][N:26]=[CH:25][CH:24]=2)=[CH:19][CH:18]=1)[C:8]1[CH:13]=[CH:12][CH:11]=[CH:10][CH:9]=1)(C)(C)C.[F:31][C:32]([F:37])([F:36])[C:33]([OH:35])=[O:34]. Product: [F:31][C:32]([F:37])([F:36])[C:33]([OH:35])=[O:34].[F:31][C:32]([F:37])([F:36])[C:33]([OH:35])=[O:34].[NH:7]([CH2:14][C:15]([NH:16][C:17]1[CH:22]=[CH:21][C:20]([C:23]2[CH:24]=[CH:25][N:26]=[CH:27][CH:28]=2)=[CH:19][CH:18]=1)=[O:29])[C:8]1[CH:13]=[CH:12][CH:11]=[CH:10][CH:9]=1. The catalyst class is: 4. (5) Reactant: Br[CH2:2][CH2:3][CH2:4][O:5][C:6]1[CH:11]=[CH:10][C:9]([C:12]2([C:18]#[N:19])[CH2:17][CH2:16]C[CH2:14][CH2:13]2)=[CH:8][CH:7]=1.ClCCC[O:24]C1C=CC(C2(C#N)CCCCC2)=CC=1.[CH:39]([N:42](CC)[CH:43]([CH3:45])[CH3:44])([CH3:41])[CH3:40].C[C@@H]1CC[C@H](C)N1. Product: [CH3:45][C@@H:43]1[CH2:44][CH2:41][C@H:39]([CH3:40])[N:42]1[CH2:2][CH2:3][CH2:4][O:5][C:6]1[CH:7]=[CH:8][C:9]([C:12]2([C:18]#[N:19])[CH2:13][CH2:14][O:24][CH2:16][CH2:17]2)=[CH:10][CH:11]=1. The catalyst class is: 37. (6) Reactant: [C:1]1([CH3:11])[CH:6]=[CH:5][C:4]([S:7]([OH:10])(=[O:9])=[O:8])=[CH:3][CH:2]=1.[NH2:12][CH2:13][C:14]1[C:15]([CH2:43][CH:44]([CH3:46])[CH3:45])=[N:16][C:17]2[C:22]([C:23]=1[C:24]1[CH:29]=[CH:28][C:27]([CH3:30])=[CH:26][CH:25]=1)=[CH:21][C:20]([O:31][CH2:32][CH2:33][O:34][CH2:35][C:36]([O:38]C(C)(C)C)=[O:37])=[CH:19][CH:18]=2. Product: [C:1]1([CH3:11])[CH:2]=[CH:3][C:4]([S:7]([OH:10])(=[O:8])=[O:9])=[CH:5][CH:6]=1.[NH2:12][CH2:13][C:14]1[C:15]([CH2:43][CH:44]([CH3:46])[CH3:45])=[N:16][C:17]2[C:22]([C:23]=1[C:24]1[CH:25]=[CH:26][C:27]([CH3:30])=[CH:28][CH:29]=1)=[CH:21][C:20]([O:31][CH2:32][CH2:33][O:34][CH2:35][C:36]([OH:38])=[O:37])=[CH:19][CH:18]=2. The catalyst class is: 55. (7) Reactant: [O:1]1[C:5]2[CH:6]=[CH:7][C:8]([C:10]3[S:11][CH:12]=[C:13]([C:15]([OH:17])=O)[N:14]=3)=[CH:9][C:4]=2[CH2:3][CH2:2]1.[NH2:18][C:19]1[NH:23][C:22]2[CH:24]=[CH:25][C:26]([C:28]#[N:29])=[CH:27][C:21]=2[N:20]=1.F[P-](F)(F)(F)(F)F.N1(OC(N(C)C)=[N+](C)C)C2C=CC=CC=2N=N1.C(N(CC)C(C)C)(C)C. Product: [C:28]([C:26]1[CH:25]=[CH:24][C:22]2[NH:23][C:19]([NH:18][C:15]([C:13]3[N:14]=[C:10]([C:8]4[CH:7]=[CH:6][C:5]5[O:1][CH2:2][CH2:3][C:4]=5[CH:9]=4)[S:11][CH:12]=3)=[O:17])=[N:20][C:21]=2[CH:27]=1)#[N:29]. The catalyst class is: 546. (8) Reactant: [OH-].[Na+].C([O:5][C:6](=[O:34])[CH2:7][CH:8]([N:12]1[C:20]2[C:15](=[CH:16][C:17]([O:21][CH2:22][CH2:23][C:24]3[CH:33]=[CH:32][C:31]4[CH2:30][CH2:29][CH2:28][NH:27][C:26]=4[N:25]=3)=[CH:18][CH:19]=2)[CH:14]=[CH:13]1)[CH2:9][CH2:10][CH3:11])C.Cl. Product: [N:25]1[C:26]2[NH:27][CH2:28][CH2:29][CH2:30][C:31]=2[CH:32]=[CH:33][C:24]=1[CH2:23][CH2:22][O:21][C:17]1[CH:16]=[C:15]2[C:20](=[CH:19][CH:18]=1)[N:12]([CH:8]([CH2:9][CH2:10][CH3:11])[CH2:7][C:6]([OH:34])=[O:5])[CH:13]=[CH:14]2. The catalyst class is: 24. (9) Reactant: [F:1][C:2]1[CH:3]=[C:4]([CH2:12]O)[C:5]2[O:10][CH2:9][CH2:8][O:7][C:6]=2[CH:11]=1.C(N(CC)CC)C.S(Cl)([Cl:23])=O. Product: [Cl:23][CH2:12][C:4]1[C:5]2[O:10][CH2:9][CH2:8][O:7][C:6]=2[CH:11]=[C:2]([F:1])[CH:3]=1. The catalyst class is: 4.